This data is from Forward reaction prediction with 1.9M reactions from USPTO patents (1976-2016). The task is: Predict the product of the given reaction. Given the reactants [Cl:1][C:2]1[CH:7]=[CH:6][C:5]([N:8]=[C:9]=[O:10])=[C:4]([CH3:11])[CH:3]=1.[NH2:12][C:13]1[CH:14]=[C:15]([C:19]2[C:20]([CH3:27])([CH3:26])[CH2:21][C:22](=[O:25])[NH:23][N:24]=2)[CH:16]=[CH:17][CH:18]=1, predict the reaction product. The product is: [Cl:1][C:2]1[CH:7]=[CH:6][C:5]([NH:8][C:9]([NH:12][C:13]2[CH:18]=[CH:17][CH:16]=[C:15]([C:19]3[C:20]([CH3:26])([CH3:27])[CH2:21][C:22](=[O:25])[NH:23][N:24]=3)[CH:14]=2)=[O:10])=[C:4]([CH3:11])[CH:3]=1.